From a dataset of Forward reaction prediction with 1.9M reactions from USPTO patents (1976-2016). Predict the product of the given reaction. (1) Given the reactants [Cl:1][C:2]1[C:11]2[N:10]=[C:9]([C:12]3[N:16]([C:17]4[C:22]([Cl:23])=[CH:21][CH:20]=[CH:19][N:18]=4)[N:15]=[C:14]([C:24]([F:27])([F:26])[F:25])[CH:13]=3)[O:8][C:7](=[O:28])[C:6]=2[CH:5]=[CH:4][CH:3]=1.O.[NH2:30][NH2:31].O1CCCC1, predict the reaction product. The product is: [Cl:1][C:2]1[CH:3]=[CH:4][CH:5]=[C:6]([C:7]([NH:30][NH2:31])=[O:28])[C:11]=1[NH:10][C:9]([C:12]1[N:16]([C:17]2[C:22]([Cl:23])=[CH:21][CH:20]=[CH:19][N:18]=2)[N:15]=[C:14]([C:24]([F:27])([F:26])[F:25])[CH:13]=1)=[O:8]. (2) Given the reactants [CH2:1]([O:3][C:4]1[CH:21]=[CH:20][CH:19]=[CH:18][C:5]=1[CH2:6][C:7]1[NH:8][C:9](=[O:17])[C:10]([C:15]#[N:16])=[C:11](SC)[N:12]=1)[CH3:2].[NH:22]1[CH2:27][CH2:26][CH:25]([CH2:28][CH2:29][OH:30])[CH2:24][CH2:23]1, predict the reaction product. The product is: [CH2:1]([O:3][C:4]1[CH:21]=[CH:20][CH:19]=[CH:18][C:5]=1[CH2:6][C:7]1[NH:8][C:9](=[O:17])[C:10]([C:15]#[N:16])=[C:11]([N:22]2[CH2:27][CH2:26][CH:25]([CH2:28][CH2:29][OH:30])[CH2:24][CH2:23]2)[N:12]=1)[CH3:2]. (3) Given the reactants [Cl:1][C:2]1[C:3]([CH2:31]OS(C)(=O)=O)=[C:4]([C:27]([F:30])([F:29])[F:28])[CH:5]=[C:6]2[C:11]=1[NH:10][C:9](=[O:12])[N:8]([CH2:13][C:14]1[CH:19]=[C:18]([Cl:20])[CH:17]=[CH:16][C:15]=1[S:21]([CH2:24][CH3:25])(=[O:23])=[O:22])[C:7]2=[O:26].[C:37]([O:41][C:42](=[O:51])[NH:43][CH2:44][C@H:45]1[CH2:50][CH2:49][CH2:48][CH2:47][NH:46]1)([CH3:40])([CH3:39])[CH3:38], predict the reaction product. The product is: [C:37]([O:41][C:42](=[O:51])[NH:43][CH2:44][C@H:45]1[CH2:50][CH2:49][CH2:48][CH2:47][N:46]1[CH2:31][C:3]1[C:2]([Cl:1])=[C:11]2[C:6]([C:7](=[O:26])[N:8]([CH2:13][C:14]3[CH:19]=[C:18]([Cl:20])[CH:17]=[CH:16][C:15]=3[S:21]([CH2:24][CH3:25])(=[O:22])=[O:23])[C:9](=[O:12])[NH:10]2)=[CH:5][C:4]=1[C:27]([F:29])([F:30])[F:28])([CH3:40])([CH3:38])[CH3:39]. (4) Given the reactants C(OC([NH:8][CH:9]([CH:48]([CH3:50])[CH3:49])[C:10]([O:12][CH:13]([N:15]1[C:19]2=[N:20][CH:21]=[C:22]([C:24]3[CH:29]=[CH:28][C:27]([Cl:30])=[CH:26][CH:25]=3)[CH:23]=[C:18]2[C:17]([C:31](=[O:47])[C:32]2[C:37]([F:38])=[CH:36][CH:35]=[C:34]([NH:39][S:40]([CH2:43][CH2:44][CH3:45])(=[O:42])=[O:41])[C:33]=2[F:46])=[CH:16]1)[CH3:14])=[O:11])=O)(C)(C)C.Cl, predict the reaction product. The product is: [ClH:30].[NH2:8][CH:9]([CH:48]([CH3:49])[CH3:50])[C:10]([O:12][CH:13]([N:15]1[C:19]2=[N:20][CH:21]=[C:22]([C:24]3[CH:29]=[CH:28][C:27]([Cl:30])=[CH:26][CH:25]=3)[CH:23]=[C:18]2[C:17]([C:31](=[O:47])[C:32]2[C:37]([F:38])=[CH:36][CH:35]=[C:34]([NH:39][S:40]([CH2:43][CH2:44][CH3:45])(=[O:41])=[O:42])[C:33]=2[F:46])=[CH:16]1)[CH3:14])=[O:11]. (5) The product is: [I-:12].[CH2:5]([N:1]1[C:14]2[CH:15]=[CH:16][CH:17]=[CH:18][C:19]=2[N:3]([CH2:4][CH3:9])[CH2:2]1)[CH3:6]. Given the reactants [N:1]1[C:5]2[CH:6]=CC=[CH:9][C:4]=2[NH:3][CH:2]=1.C([I:12])C.C[C:14]1[CH:15]=[CH:16][CH:17]=[CH:18][C:19]=1C, predict the reaction product. (6) Given the reactants C([O:5][C:6](=[O:18])[CH2:7][NH:8][C:9]([C:11]1[C:16]([OH:17])=[CH:15][CH:14]=[CH:13][N:12]=1)=[O:10])(C)(C)C.C(O)(C(F)(F)F)=O, predict the reaction product. The product is: [OH:17][C:16]1[C:11]([C:9]([NH:8][CH2:7][C:6]([OH:18])=[O:5])=[O:10])=[N:12][CH:13]=[CH:14][CH:15]=1.